Dataset: NCI-60 drug combinations with 297,098 pairs across 59 cell lines. Task: Regression. Given two drug SMILES strings and cell line genomic features, predict the synergy score measuring deviation from expected non-interaction effect. (1) Drug 1: CC1=CC2C(CCC3(C2CCC3(C(=O)C)OC(=O)C)C)C4(C1=CC(=O)CC4)C. Drug 2: CC(C)NC(=O)C1=CC=C(C=C1)CNNC.Cl. Cell line: NCI-H460. Synergy scores: CSS=-7.43, Synergy_ZIP=0.877, Synergy_Bliss=-5.40, Synergy_Loewe=-9.76, Synergy_HSA=-9.28. (2) Drug 1: CS(=O)(=O)C1=CC(=C(C=C1)C(=O)NC2=CC(=C(C=C2)Cl)C3=CC=CC=N3)Cl. Drug 2: COC1=CC(=CC(=C1O)OC)C2C3C(COC3=O)C(C4=CC5=C(C=C24)OCO5)OC6C(C(C7C(O6)COC(O7)C8=CC=CS8)O)O. Cell line: HCC-2998. Synergy scores: CSS=25.0, Synergy_ZIP=-8.09, Synergy_Bliss=-6.43, Synergy_Loewe=-35.6, Synergy_HSA=-5.84. (3) Drug 1: C1CN1P(=S)(N2CC2)N3CC3. Drug 2: CCC(=C(C1=CC=CC=C1)C2=CC=C(C=C2)OCCN(C)C)C3=CC=CC=C3.C(C(=O)O)C(CC(=O)O)(C(=O)O)O. Cell line: SK-MEL-28. Synergy scores: CSS=7.05, Synergy_ZIP=-1.58, Synergy_Bliss=0.475, Synergy_Loewe=-0.130, Synergy_HSA=-0.0183. (4) Drug 1: CCC1(CC2CC(C3=C(CCN(C2)C1)C4=CC=CC=C4N3)(C5=C(C=C6C(=C5)C78CCN9C7C(C=CC9)(C(C(C8N6C=O)(C(=O)OC)O)OC(=O)C)CC)OC)C(=O)OC)O.OS(=O)(=O)O. Drug 2: CC1C(C(CC(O1)OC2CC(OC(C2O)C)OC3=CC4=CC5=C(C(=O)C(C(C5)C(C(=O)C(C(C)O)O)OC)OC6CC(C(C(O6)C)O)OC7CC(C(C(O7)C)O)OC8CC(C(C(O8)C)O)(C)O)C(=C4C(=C3C)O)O)O)O. Cell line: TK-10. Synergy scores: CSS=12.0, Synergy_ZIP=-0.825, Synergy_Bliss=-4.84, Synergy_Loewe=-11.2, Synergy_HSA=-6.30. (5) Synergy scores: CSS=-9.19, Synergy_ZIP=10.2, Synergy_Bliss=7.15, Synergy_Loewe=-10.6, Synergy_HSA=-10.2. Drug 1: CC1=C(C=C(C=C1)C(=O)NC2=CC(=CC(=C2)C(F)(F)F)N3C=C(N=C3)C)NC4=NC=CC(=N4)C5=CN=CC=C5. Drug 2: CS(=O)(=O)CCNCC1=CC=C(O1)C2=CC3=C(C=C2)N=CN=C3NC4=CC(=C(C=C4)OCC5=CC(=CC=C5)F)Cl. Cell line: MALME-3M. (6) Drug 1: C1C(C(OC1N2C=C(C(=O)NC2=O)F)CO)O. Drug 2: CC12CCC3C(C1CCC2O)C(CC4=C3C=CC(=C4)O)CCCCCCCCCS(=O)CCCC(C(F)(F)F)(F)F. Cell line: NCIH23. Synergy scores: CSS=6.30, Synergy_ZIP=-2.66, Synergy_Bliss=0.163, Synergy_Loewe=-11.7, Synergy_HSA=-3.50. (7) Drug 1: C1CN(CCN1C(=O)CCBr)C(=O)CCBr. Drug 2: CC1C(C(CC(O1)OC2CC(CC3=C2C(=C4C(=C3O)C(=O)C5=CC=CC=C5C4=O)O)(C(=O)C)O)N)O. Cell line: IGROV1. Synergy scores: CSS=46.0, Synergy_ZIP=-8.06, Synergy_Bliss=-8.27, Synergy_Loewe=-20.6, Synergy_HSA=-5.08. (8) Drug 1: C1CN(P(=O)(OC1)NCCCl)CCCl. Drug 2: CC1CCCC2(C(O2)CC(NC(=O)CC(C(C(=O)C(C1O)C)(C)C)O)C(=CC3=CSC(=N3)C)C)C. Cell line: NCIH23. Synergy scores: CSS=59.4, Synergy_ZIP=6.71, Synergy_Bliss=7.36, Synergy_Loewe=-30.0, Synergy_HSA=5.08.